Dataset: Full USPTO retrosynthesis dataset with 1.9M reactions from patents (1976-2016). Task: Predict the reactants needed to synthesize the given product. (1) Given the product [CH3:1][C:2]12[O:12][CH:7]1[CH2:6][CH:5]([CH2:8][OH:9])[CH2:4][CH2:3]2, predict the reactants needed to synthesize it. The reactants are: [CH3:1][C:2]1[CH2:7][CH2:6][CH:5]([CH2:8][OH:9])[CH2:4][CH:3]=1.C(OO)(=[O:12])C. (2) Given the product [CH3:1][O:2][C:3]1[CH:8]=[C:7]([CH:9]=[CH:21][C:22]2[CH:25]=[CH:37][C:30]([N+:27]([O-:29])=[O:28])=[CH:31][CH:23]=2)[C:6]([O:14][CH3:15])=[CH:5][C:4]=1[CH:16]=[CH:34][C:33]1[CH:36]=[CH:37][C:30]([N+:27]([O-:29])=[O:28])=[CH:31][CH:32]=1, predict the reactants needed to synthesize it. The reactants are: [CH3:1][O:2][C:3]1[CH:8]=[C:7]([CH2:9]P(=O)([O-])[O-])[C:6]([O:14][CH3:15])=[CH:5][C:4]=1[CH2:16]P(=O)([O-])[O-].[CH3:21][C:22]([CH3:25])([O-])[CH3:23].[K+].[N+:27]([C:30]1[CH:37]=[CH:36][C:33]([CH:34]=O)=[CH:32][CH:31]=1)([O-:29])=[O:28].Cl. (3) Given the product [C:4]([O:3][C:1]([N:8]1[CH2:9][CH2:10][N:11]([C:21]2[C:26]([F:27])=[CH:25][C:24]([C:28]([F:31])([F:29])[F:30])=[CH:23][N:22]=2)[CH2:12][CH2:13]1)=[O:2])([CH3:7])([CH3:6])[CH3:5], predict the reactants needed to synthesize it. The reactants are: [C:1]([N:8]1[CH2:13][CH2:12][NH:11][CH2:10][CH2:9]1)([O:3][C:4]([CH3:7])([CH3:6])[CH3:5])=[O:2].C(=O)([O-])[O-].[K+].[K+].F[C:21]1[C:26]([F:27])=[CH:25][C:24]([C:28]([F:31])([F:30])[F:29])=[CH:23][N:22]=1. (4) Given the product [F:11][C:12]1[C:13]([O:30][CH3:31])=[C:14]([C:18]([CH3:29])([CH3:28])[CH2:19][C:20]([OH:23])([C:24]([F:27])([F:26])[F:25])[CH:21]=[O:22])[CH:15]=[CH:16][CH:17]=1, predict the reactants needed to synthesize it. The reactants are: C(Cl)(=O)C(Cl)=O.CS(C)=O.[F:11][C:12]1[C:13]([O:30][CH3:31])=[C:14]([C:18]([CH3:29])([CH3:28])[CH2:19][C:20]([C:24]([F:27])([F:26])[F:25])([OH:23])[CH2:21][OH:22])[CH:15]=[CH:16][CH:17]=1.C(N(CC)CC)C. (5) Given the product [CH3:1][N:2]([C:11]1[CH:22]=[CH:23][CH:18]=[CH:19][CH:20]=1)[C:3]1[CH:10]=[CH:9][C:6]([CH:7]=[O:8])=[CH:5][CH:4]=1, predict the reactants needed to synthesize it. The reactants are: [CH3:1][N:2]([CH3:11])[C:3]1[CH:10]=[CH:9][C:6]([CH:7]=[O:8])=[CH:5][CH:4]=1.FC(F)(F)S(O[C:18]1[CH:23]=[CH:22]C=[CH:20][C:19]=1[Si](C)(C)C)(=O)=O.[F-].[K+].C1OCCOCCOCCOCCOCCOC1.